This data is from Forward reaction prediction with 1.9M reactions from USPTO patents (1976-2016). The task is: Predict the product of the given reaction. (1) The product is: [Cl:1][C:20]1[CH:25]=[CH:24][C:23]([O:26][C:11]2[CH:16]=[CH:15][C:14]([F:17])=[CH:13][C:12]=2[CH3:18])=[C:22]([CH3:27])[CH:21]=1. Given the reactants [Cl:1]C1C=CC(I)=CC=1C.Br[C:11]1[CH:16]=[CH:15][C:14]([F:17])=[CH:13][C:12]=1[CH3:18].F[C:20]1[CH:25]=[CH:24][C:23]([OH:26])=[C:22]([CH3:27])[CH:21]=1, predict the reaction product. (2) Given the reactants [C:1]1([C:7]([N:9]2[CH2:14][CH2:13][N:12]([C:15]3[CH:20]=[CH:19][C:18]([O:21][CH2:22][C@H:23]4[CH2:28][CH2:27][CH2:26][NH:25][CH2:24]4)=[CH:17][CH:16]=3)[CH2:11][CH2:10]2)=[O:8])[CH:6]=[CH:5][CH:4]=[CH:3][CH:2]=1.[CH3:29][C:30]([CH3:32])=O, predict the reaction product. The product is: [CH3:29][CH:30]([N:25]1[CH2:26][CH2:27][CH2:28][C@H:23]([CH2:22][O:21][C:18]2[CH:19]=[CH:20][C:15]([N:12]3[CH2:13][CH2:14][N:9]([C:7]([C:1]4[CH:2]=[CH:3][CH:4]=[CH:5][CH:6]=4)=[O:8])[CH2:10][CH2:11]3)=[CH:16][CH:17]=2)[CH2:24]1)[CH3:32]. (3) Given the reactants Cl[C:2]1[CH:9]=[CH:8][C:5]([C:6]#[N:7])=[C:4]([O:10][CH2:11][CH2:12]C)[N:3]=1.[B:14]1([OH:24])[C:18]2[CH:19]=[CH:20][C:21]([OH:23])=[CH:22][C:17]=2[CH2:16][O:15]1.[C:25](=O)([O-])[O-].[K+].[K+], predict the reaction product. The product is: [OH:24][B:14]1[C:18]2[CH:19]=[CH:20][C:21]([O:23][C:2]3[CH:9]=[CH:8][C:5]([C:6]#[N:7])=[C:4]([O:10][CH:11]([CH3:12])[CH3:25])[N:3]=3)=[CH:22][C:17]=2[CH2:16][O:15]1. (4) Given the reactants [CH3:1][C:2]([O:41][CH2:42][C@H:43]1[CH2:45][O:44]1)([CH3:40])[CH2:3][N:4]1[CH:8]=[CH:7][C:6]([NH:9][C:10]([CH:12]2[CH:16]([C:17]3[CH:22]=[CH:21][CH:20]=[C:19]([Cl:23])[C:18]=3[F:24])[C:15]([C:27]3[CH:32]=[CH:31][C:30]([Cl:33])=[CH:29][C:28]=3[F:34])([C:25]#[N:26])[CH:14]([CH2:35][C:36]([CH3:39])([CH3:38])[CH3:37])[NH:13]2)=[O:11])=[N:5]1.C(N(C(C)C)CC)(C)C.[NH2:55][CH:56]([CH2:59][OH:60])[CH2:57][OH:58], predict the reaction product. The product is: [OH:44][C@H:43]([CH2:45][NH:55][CH:56]([CH2:59][OH:60])[CH2:57][OH:58])[CH2:42][O:41][C:2]([CH3:1])([CH3:40])[CH2:3][N:4]1[CH:8]=[CH:7][C:6]([NH:9][C:10]([CH:12]2[CH:16]([C:17]3[CH:22]=[CH:21][CH:20]=[C:19]([Cl:23])[C:18]=3[F:24])[C:15]([C:27]3[CH:32]=[CH:31][C:30]([Cl:33])=[CH:29][C:28]=3[F:34])([C:25]#[N:26])[CH:14]([CH2:35][C:36]([CH3:38])([CH3:37])[CH3:39])[NH:13]2)=[O:11])=[N:5]1. (5) Given the reactants [Cl:1][C:2]1[C:7]([N+:8]([O-])=O)=[CH:6][CH:5]=[C:4]([Cl:11])[C:3]=1[C:12]1[C:13](=[O:23])[N:14]([CH3:22])[C:15]2[C:20]([CH:21]=1)=[CH:19][N:18]=[CH:17][CH:16]=2, predict the reaction product. The product is: [NH2:8][C:7]1[C:2]([Cl:1])=[C:3]([C:12]2[C:13](=[O:23])[N:14]([CH3:22])[C:15]3[C:20]([CH:21]=2)=[CH:19][N:18]=[CH:17][CH:16]=3)[C:4]([Cl:11])=[CH:5][CH:6]=1. (6) Given the reactants [OH:1][CH:2]1[CH2:7][C:6]([CH3:9])([CH3:8])[N:5]([O:10][CH2:11][C:12]([OH:15])([CH3:14])[CH3:13])[C:4]([CH3:17])([CH3:16])[CH2:3]1.[C:18](OC)(=[O:22])[C:19]([CH3:21])=[CH2:20], predict the reaction product. The product is: [C:18]([O:1][CH:2]1[CH2:7][C:6]([CH3:8])([CH3:9])[N:5]([O:10][CH2:11][C:12]([OH:15])([CH3:14])[CH3:13])[C:4]([CH3:17])([CH3:16])[CH2:3]1)(=[O:22])[C:19]([CH3:21])=[CH2:20]. (7) Given the reactants [O:1]1[C:5]2[CH:6]=[CH:7][C:8]([CH:10]=[CH:11][C:12]([OH:14])=O)=[CH:9][C:4]=2[O:3][CH2:2]1.[Cl:15]CCl, predict the reaction product. The product is: [O:1]1[C:5]2[CH:6]=[CH:7][C:8]([CH:10]=[CH:11][C:12]([Cl:15])=[O:14])=[CH:9][C:4]=2[O:3][CH2:2]1.